Dataset: Forward reaction prediction with 1.9M reactions from USPTO patents (1976-2016). Task: Predict the product of the given reaction. (1) Given the reactants [F:1][C:2]([F:21])([F:20])[C:3]1[CH:4]=[C:5]([N:9]2[CH2:14][CH2:13][N:12]([CH2:15][CH2:16][CH2:17][CH2:18][NH2:19])[CH2:11][CH2:10]2)[CH:6]=[CH:7][CH:8]=1.C1N=CN([C:27](N2C=NC=C2)=[O:28])C=1.[C:34]1([N:40]2[CH2:45][CH2:44][NH:43][CH2:42][CH2:41]2)[CH:39]=[CH:38][CH:37]=[CH:36][CH:35]=1, predict the reaction product. The product is: [C:34]1([N:40]2[CH2:45][CH2:44][N:43]([C:27]([NH:19][CH2:18][CH2:17][CH2:16][CH2:15][N:12]3[CH2:11][CH2:10][N:9]([C:5]4[CH:6]=[CH:7][CH:8]=[C:3]([C:2]([F:1])([F:20])[F:21])[CH:4]=4)[CH2:14][CH2:13]3)=[O:28])[CH2:42][CH2:41]2)[CH:39]=[CH:38][CH:37]=[CH:36][CH:35]=1. (2) Given the reactants CCOC(/N=N/C(OCC)=O)=O.[F:13][C:14]1[CH:32]=[CH:31][C:17]([CH2:18][CH2:19][C:20]2[C:21]([C:27]([O:29][CH3:30])=[O:28])=[N:22][C:23]([OH:26])=[CH:24][CH:25]=2)=[CH:16][CH:15]=1.[CH3:33][N:34]1[C:38]([CH2:39][CH:40]([C:42]2[CH:47]=[CH:46][C:45]([F:48])=[CH:44][CH:43]=2)O)=[CH:37][N:36]=[CH:35]1.C1(P(C2C=CC=CC=2)C2C=CC=CC=2)C=CC=CC=1, predict the reaction product. The product is: [F:13][C:14]1[CH:15]=[CH:16][C:17]([CH2:18][CH2:19][C:20]2[C:21]([C:27]([O:29][CH3:30])=[O:28])=[N:22][C:23]([O:26][CH:40]([C:42]3[CH:47]=[CH:46][C:45]([F:48])=[CH:44][CH:43]=3)[CH2:39][C:38]3[N:34]([CH3:33])[CH:35]=[N:36][CH:37]=3)=[CH:24][CH:25]=2)=[CH:31][CH:32]=1. (3) The product is: [ClH:25].[ClH:25].[CH:22]12[CH2:21][CH:20]3[CH2:19][CH:18]([CH2:17][CH:16]([CH2:24]3)[CH:15]1[NH:14][CH:11]1[CH2:12][CH2:13][NH:8][CH2:9][CH2:10]1)[CH2:23]2. Given the reactants C(OC([N:8]1[CH2:13][CH2:12][CH:11]([NH:14][CH:15]2[CH:22]3[CH2:23][CH:18]4[CH2:19][CH:20]([CH2:24][CH:16]2[CH2:17]4)[CH2:21]3)[CH2:10][CH2:9]1)=O)(C)(C)C.[ClH:25], predict the reaction product.